Dataset: Full USPTO retrosynthesis dataset with 1.9M reactions from patents (1976-2016). Task: Predict the reactants needed to synthesize the given product. Given the product [F:25][C:24]([F:27])([F:26])[C:19]1[CH:20]=[CH:21][CH:22]=[CH:23][C:18]=1[O:17][CH:14]1[CH2:13][CH2:12][N:11]([C:9]2[S:10][C:6]([C:5]3[N:1]=[N:2][N:3]([CH2:31][C:32]([O:34][CH2:35][CH3:36])=[O:33])[N:4]=3)=[N:7][N:8]=2)[CH2:16][CH2:15]1, predict the reactants needed to synthesize it. The reactants are: [N:1]1[NH:2][N:3]=[N:4][C:5]=1[C:6]1[S:10][C:9]([N:11]2[CH2:16][CH2:15][CH:14]([O:17][C:18]3[CH:23]=[CH:22][CH:21]=[CH:20][C:19]=3[C:24]([F:27])([F:26])[F:25])[CH2:13][CH2:12]2)=[N:8][N:7]=1.[H-].[Na+].Br[CH2:31][C:32]([O:34][CH2:35][CH3:36])=[O:33].Cl.